This data is from Peptide-MHC class I binding affinity with 185,985 pairs from IEDB/IMGT. The task is: Regression. Given a peptide amino acid sequence and an MHC pseudo amino acid sequence, predict their binding affinity value. This is MHC class I binding data. The peptide sequence is VPLRPMTY. The MHC is HLA-A68:01 with pseudo-sequence HLA-A68:01. The binding affinity (normalized) is 0.